This data is from Reaction yield outcomes from USPTO patents with 853,638 reactions. The task is: Predict the reaction yield, written as a fraction of the theoretical maximum amount of product (1.0 means a 100% yield; for example, 0.34 means a 34% yield). (1) The reactants are Cl.FC1C=C(NC(NC(=O)CC2C=CC=CC=2)=S)C=CC=1OC1C=CN=C2C=C(C(N3CCCCC3)=O)SC=12.[Cl:40][C:41]1[CH:42]=[C:43]([NH:65][C:66]([NH:68][C:69](=[O:77])[CH2:70][C:71]2[CH:76]=[CH:75][CH:74]=[CH:73][CH:72]=2)=[S:67])[CH:44]=[C:45]([Cl:64])[C:46]=1[O:47][C:48]1[CH:53]=[CH:52][N:51]=[C:50]2[CH:54]=[C:55]([C:57]([N:59]3[CH2:63][CH2:62][CH2:61][CH2:60]3)=[O:58])[S:56][C:49]=12. No catalyst specified. The product is [Cl-:40].[Cl:40][C:41]1[CH:42]=[C:43]([NH:65][C:66]([NH:68][C:69](=[O:77])[CH2:70][C:71]2[CH:76]=[CH:75][CH:74]=[CH:73][CH:72]=2)=[S:67])[CH:44]=[C:45]([Cl:64])[C:46]=1[O:47][C:48]1[CH:53]=[CH:52][NH+:51]=[C:50]2[CH:54]=[C:55]([C:57]([N:59]3[CH2:60][CH2:61][CH2:62][CH2:63]3)=[O:58])[S:56][C:49]=12. The yield is 0.420. (2) The yield is 0.320. The product is [CH2:1]([CH:3]([CH2:4][C:24](=[O:23])[CH2:25][CH2:19][CH2:11][CH2:12][CH2:13][CH2:14][CH2:15][CH3:16])[CH2:7][CH2:8][CH2:9][CH3:10])[CH3:2]. The reactants are [CH2:1]([CH:3]([CH2:7][CH2:8][CH2:9][CH3:10])[CH2:4][Mg]Br)[CH3:2].[CH2:11]([C:19]#N)[CH2:12][CH2:13][CH2:14][CH2:15][CH2:16]CC.C([O:23][CH2:24][CH3:25])C. No catalyst specified. (3) The reactants are [F:1][C:2]1[CH:25]=[CH:24][C:5]([CH2:6][N:7]([CH3:23])[C:8]([C@@:10]2([C:15]3[CH:20]=[CH:19][C:18]([Cl:21])=[C:17]([Cl:22])[CH:16]=3)[CH2:12][C@H:11]2[CH2:13][OH:14])=[O:9])=[CH:4][CH:3]=1. The catalyst is CC(C)=O. The product is [F:1][C:2]1[CH:25]=[CH:24][C:5]([CH2:6][N:7]([CH3:23])[C:8]([C@@:10]2([C:15]3[CH:20]=[CH:19][C:18]([Cl:21])=[C:17]([Cl:22])[CH:16]=3)[CH2:12][C@H:11]2[CH:13]=[O:14])=[O:9])=[CH:4][CH:3]=1. The yield is 0.780. (4) The reactants are [CH3:1][O:2][C:3]1[CH:8]=[CH:7][C:6]([C:9]2([C:12]([OH:14])=[O:13])[CH2:11][CH2:10]2)=[CH:5][CH:4]=1.O.[C:16]1(C)C=CC(S(O)(=O)=O)=CC=1. The catalyst is CO. The product is [CH3:16][O:13][C:12]([C:9]1([C:6]2[CH:5]=[CH:4][C:3]([O:2][CH3:1])=[CH:8][CH:7]=2)[CH2:10][CH2:11]1)=[O:14]. The yield is 0.990. (5) The reactants are [NH2:1][C:2](=[S:19])[C@@H:3]([NH:11][C:12](=[O:18])[O:13][C:14]([CH3:17])([CH3:16])[CH3:15])[CH2:4][C:5]1[CH:10]=[CH:9][CH:8]=[CH:7][CH:6]=1.[CH2:20](OC(OCC)CBr)[CH3:21]. The catalyst is CC(C)=O.Cl.O1CCOCC1. The product is [C:5]1([CH2:4][C@H:3]([NH:11][C:12](=[O:18])[O:13][C:14]([CH3:16])([CH3:15])[CH3:17])[C:2]2[S:19][CH:20]=[CH:21][N:1]=2)[CH:10]=[CH:9][CH:8]=[CH:7][CH:6]=1. The yield is 0.100. (6) The reactants are [F:1][C:2]1[C:3]([C:9]2[N:13]([CH:14]3[CH2:19][CH2:18][O:17][CH2:16][CH2:15]3)[C:12]([CH3:20])=[N:11][CH:10]=2)=[N:4][C:5]([NH2:8])=[N:6][CH:7]=1.Br[C:22]1[CH:23]=[N:24][CH:25]=[N:26][CH:27]=1. No catalyst specified. The product is [F:1][C:2]1[C:3]([C:9]2[N:13]([CH:14]3[CH2:19][CH2:18][O:17][CH2:16][CH2:15]3)[C:12]([CH3:20])=[N:11][CH:10]=2)=[N:4][C:5]([NH:8][C:22]2[CH:23]=[N:24][CH:25]=[N:26][CH:27]=2)=[N:6][CH:7]=1. The yield is 0.200. (7) The reactants are C[Si](C)(C)O[CH:4]=[CH:5][CH:6]=[CH2:7].[CH3:10][C:11](=[CH2:22])[C:12]([O:14][CH2:15][C:16]1[CH:21]=[CH:20][CH:19]=[CH:18][CH:17]=1)=[O:13].[OH2:23]. The catalyst is C(C1C=C(C(C)(C)C)C(O)=C(C(C)(C)C)C=1)C1C=C(C(C)(C)C)C(O)=C(C(C)(C)C)C=1. The product is [CH3:22][C:11]1([C:12]([O:14][CH2:15][C:16]2[CH:21]=[CH:20][CH:19]=[CH:18][CH:17]=2)=[O:13])[CH2:7][CH2:6][C:5](=[O:23])[CH2:4][CH2:10]1. The yield is 0.249. (8) The reactants are C(OC([N:8]1[CH2:12][C@@H:11]([O:13][CH2:14][C:15]2[CH:20]=[CH:19][C:18]([Cl:21])=[CH:17][CH:16]=2)[CH2:10][C@H:9]1[C:22]([OH:24])=[O:23])=O)(C)(C)C.FC(F)(F)C(O)=O. The catalyst is ClCCl. The product is [Cl:21][C:18]1[CH:19]=[CH:20][C:15]([CH2:14][O:13][C@@H:11]2[CH2:12][NH:8][C@H:9]([C:22]([OH:24])=[O:23])[CH2:10]2)=[CH:16][CH:17]=1. The yield is 0.0500. (9) The reactants are [F:1][C:2]1[C:11]([C:12](=[CH2:17])[C:13]([O:15][CH3:16])=[O:14])=[C:10]2[C:5]([CH:6]=[CH:7][C:8]([O:18][CH3:19])=[N:9]2)=[CH:4][CH:3]=1.Cl.[F:21][C:22]([F:33])([F:32])[C:23]([NH:25][CH2:26][C@H:27]1[CH2:31][CH2:30][NH:29][CH2:28]1)=[O:24].C(N(CC)CC)C. The catalyst is CN(C=O)C. The product is [F:1][C:2]1[C:11]([CH:12]([CH2:17][N:29]2[CH2:30][CH2:31][C@H:27]([CH2:26][NH:25][C:23](=[O:24])[C:22]([F:32])([F:33])[F:21])[CH2:28]2)[C:13]([O:15][CH3:16])=[O:14])=[C:10]2[C:5]([CH:6]=[CH:7][C:8]([O:18][CH3:19])=[N:9]2)=[CH:4][CH:3]=1. The yield is 1.00. (10) The reactants are Br[C:2](=[CH2:7])[C:3]([O:5][CH3:6])=[O:4].[CH3:8][O:9][C:10]1[CH:19]=[CH:18][C:17]2[C:12](=[C:13](B(O)O)[CH:14]=[CH:15][CH:16]=2)[N:11]=1.[F-].[K+].O. The catalyst is O1CCCC1.CC(C)([P](C(C)(C)C)([Pd][P](C(C)(C)C)(C(C)(C)C)C(C)(C)C)C(C)(C)C)C.C1C=CC(/C=C/C(/C=C/C2C=CC=CC=2)=O)=CC=1.C1C=CC(/C=C/C(/C=C/C2C=CC=CC=2)=O)=CC=1.[Pd].ClCCl. The product is [CH3:8][O:9][C:10]1[CH:19]=[CH:18][C:17]2[C:12](=[C:13]([C:2](=[CH2:7])[C:3]([O:5][CH3:6])=[O:4])[CH:14]=[CH:15][CH:16]=2)[N:11]=1. The yield is 0.630.